Dataset: Retrosynthesis with 50K atom-mapped reactions and 10 reaction types from USPTO. Task: Predict the reactants needed to synthesize the given product. (1) Given the product COc1ccc2c(Nc3c(Cl)cncc3Cl)cc(=O)oc2c1OCCCCCN1CCOCC1, predict the reactants needed to synthesize it. The reactants are: C1COCCN1.COc1ccc2c(Nc3c(Cl)cncc3Cl)cc(=O)oc2c1OCCCCCBr. (2) Given the product O=C(O)/C=C/C(=O)O, predict the reactants needed to synthesize it. The reactants are: CCN(CC)CCCCl.c1ccc2c(C3CCNCC3)noc2c1. (3) Given the product COc1ccc(F)c(-c2ccc(OCc3cccc(C(CC(=O)O)C4CC4)c3)cc2C2CCOCC2)c1, predict the reactants needed to synthesize it. The reactants are: CCOC(=O)CC(c1cccc(COc2ccc(-c3cc(OC)ccc3F)c(C3CCOCC3)c2)c1)C1CC1. (4) Given the product CCN(CC)C/C=C\c1cc(F)ccc1S(=O)(=O)Nc1ccc2c(c1C(=O)O)OCc1nccn1-2, predict the reactants needed to synthesize it. The reactants are: CCN(CC)C/C=C\c1cc(F)ccc1S(=O)(=O)Nc1ccc2c(c1C(=O)OC)OCc1nccn1-2. (5) Given the product CCOC(=O)NC(=S)Nc1cccc(I)c1, predict the reactants needed to synthesize it. The reactants are: CCOC(=O)N=C=S.Nc1cccc(I)c1.